This data is from Full USPTO retrosynthesis dataset with 1.9M reactions from patents (1976-2016). The task is: Predict the reactants needed to synthesize the given product. (1) The reactants are: [CH2:1]1[C:10]2[C:5](=[CH:6][CH:7]=[CH:8][CH:9]=2)[CH2:4][CH2:3][NH:2]1.C([O-])([O-])=O.[K+].[K+].Br[CH2:18][C:19]([O:21][CH2:22][CH3:23])=[O:20]. Given the product [CH2:22]([O:21][C:19]([CH2:18][N:2]1[CH2:3][CH2:4][C:5]2[C:10](=[CH:9][CH:8]=[CH:7][CH:6]=2)[CH2:1]1)=[O:20])[CH3:23], predict the reactants needed to synthesize it. (2) Given the product [S:1](=[O:4])(=[O:3])([O-:5])[NH2:2].[NH+:7]12[CH2:17][CH2:16][CH2:15][N:14]=[C:13]1[CH2:12][CH2:11][CH2:10][CH2:9][CH2:8]2, predict the reactants needed to synthesize it. The reactants are: [S:1](=[O:5])(=[O:4])([O-:3])[NH2:2].[NH4+].[N:7]12[CH2:17][CH2:16][CH2:15][N:14]=[C:13]1[CH2:12][CH2:11][CH2:10][CH2:9][CH2:8]2. (3) Given the product [F:1][C:2]([F:37])([F:38])[C:3]1[CH:4]=[C:5]([CH:30]=[C:31]([C:33]([F:36])([F:34])[F:35])[CH:32]=1)[CH2:6][N:7]([CH2:8][C:9]1[CH:14]=[C:13]([C:15]([F:18])([F:17])[F:16])[CH:12]=[CH:11][C:10]=1[C:19]1[CH:24]=[C:23]([CH:25]([CH3:26])[CH3:27])[CH:22]=[CH:21][C:20]=1[O:28][CH3:29])[S:40]([CH3:39])(=[O:42])=[O:41], predict the reactants needed to synthesize it. The reactants are: [F:1][C:2]([F:38])([F:37])[C:3]1[CH:4]=[C:5]([CH:30]=[C:31]([C:33]([F:36])([F:35])[F:34])[CH:32]=1)[CH2:6][NH:7][CH2:8][C:9]1[CH:14]=[C:13]([C:15]([F:18])([F:17])[F:16])[CH:12]=[CH:11][C:10]=1[C:19]1[CH:24]=[C:23]([CH:25]([CH3:27])[CH3:26])[CH:22]=[CH:21][C:20]=1[O:28][CH3:29].[CH3:39][S:40](Cl)(=[O:42])=[O:41].C(N(CC)C(C)C)(C)C.O. (4) Given the product [CH3:26][S:36]([C:3]1[O:7][C:6]([C:8]2[CH:13]=[CH:12][N:11]=[C:10]([NH:14][C:15]3[CH:20]=[CH:19][CH:18]=[C:17]([C:21]([F:24])([F:22])[F:23])[CH:16]=3)[CH:9]=2)=[N:5][N:4]=1)(=[O:40])=[O:38], predict the reactants needed to synthesize it. The reactants are: CS[C:3]1[O:7][C:6]([C:8]2[CH:13]=[CH:12][N:11]=[C:10]([NH:14][C:15]3[CH:20]=[CH:19][CH:18]=[C:17]([C:21]([F:24])([F:23])[F:22])[CH:16]=3)[CH:9]=2)=[N:5][N:4]=1.Cl[C:26]1C=CC=C(C(OO)=O)C=1.[S:36]([O-:40])([O-])(=[O:38])=S.[Na+].[Na+]. (5) Given the product [Cl:28][C:24]1[C:25]([CH3:27])=[CH:26][C:21]([S:18]([NH:17][C:13]2[C:12]([CH3:30])=[C:11]([C:8]3[CH:9]=[CH:10][C:5]([C:3]([OH:4])=[O:2])=[CH:6][CH:7]=3)[CH:16]=[CH:15][CH:14]=2)(=[O:20])=[O:19])=[C:22]([CH3:29])[CH:23]=1, predict the reactants needed to synthesize it. The reactants are: C[O:2][C:3]([C:5]1[CH:10]=[CH:9][C:8]([C:11]2[CH:16]=[CH:15][CH:14]=[C:13]([NH:17][S:18]([C:21]3[CH:26]=[C:25]([CH3:27])[C:24]([Cl:28])=[CH:23][C:22]=3[CH3:29])(=[O:20])=[O:19])[C:12]=2[CH3:30])=[CH:7][CH:6]=1)=[O:4].O.[OH-].[Li+].CO. (6) Given the product [CH3:23][O:22][C:18]1[CH:17]=[C:16]([C:14]2[N:3]=[N:2][N:1]([C:4]3[CH:5]=[C:6]([CH:10]=[CH:11][C:12]=3[CH3:13])[C:7]([OH:9])=[O:8])[CH:15]=2)[CH:21]=[N:20][CH:19]=1, predict the reactants needed to synthesize it. The reactants are: [N:1]([C:4]1[CH:5]=[C:6]([CH:10]=[CH:11][C:12]=1[CH3:13])[C:7]([OH:9])=[O:8])=[N+:2]=[N-:3].[C:14]([C:16]1[CH:17]=[C:18]([O:22][CH3:23])[CH:19]=[N:20][CH:21]=1)#[CH:15].ClC1N=CC(C2N=NN(C3C=C(C=CC=3C)C(O)=O)C=2)=CC=1. (7) Given the product [NH2:1][C:2]1[C:11]2=[CH:12][N:13]([CH:15]3[O:16][CH:17]([C:23]([CH3:31])([CH3:30])[O:24][SiH2:25][C:26]([CH3:29])([CH3:28])[CH3:27])[CH:18]([O:22][C:48](=[O:50])[CH3:49])[C:19]3([OH:21])[CH3:20])[N:14]=[C:9]3[C:10]2=[C:4]([C:5](=[O:32])[NH:6][N:7]=[CH:8]3)[CH:3]=1, predict the reactants needed to synthesize it. The reactants are: [NH2:1][C:2]1[C:11]2=[CH:12][N:13]([CH:15]3[C:19]([OH:21])([CH3:20])[CH:18]([OH:22])[CH:17]([C:23]([CH3:31])([CH3:30])[O:24][SiH2:25][C:26]([CH3:29])([CH3:28])[CH3:27])[O:16]3)[N:14]=[C:9]3[C:10]2=[C:4]([C:5](=[O:32])[NH:6][N:7]=[CH:8]3)[CH:3]=1.C1CCC(N=C=NC2CCCCC2)CC1.[C:48](O)(=[O:50])[CH3:49].